Dataset: Reaction yield outcomes from USPTO patents with 853,638 reactions. Task: Predict the reaction yield, written as a fraction of the theoretical maximum amount of product (1.0 means a 100% yield; for example, 0.34 means a 34% yield). (1) The reactants are [F:1][C:2]1[CH:7]=[CH:6][C:5]([C:8]2[C:9]3[CH:16]=[CH:15][C:14]([O:17]C)=[CH:13][C:10]=3[S:11][CH:12]=2)=[CH:4][CH:3]=1.Br.[OH-].[Na+]. The catalyst is C(O)(=O)C.O. The product is [F:1][C:2]1[CH:7]=[CH:6][C:5]([C:8]2[C:9]3[CH:16]=[CH:15][C:14]([OH:17])=[CH:13][C:10]=3[S:11][CH:12]=2)=[CH:4][CH:3]=1. The yield is 0.730. (2) The reactants are [F:1][C:2]([F:29])([F:28])[CH:3]([C:19]1[CH:24]=[C:23]([Cl:25])[C:22]([Cl:26])=[C:21]([Cl:27])[CH:20]=1)/[CH:4]=[CH:5]/[C:6]1[CH:14]=[CH:13][C:9]([C:10](Cl)=[O:11])=[C:8]([C:15]([F:18])([F:17])[F:16])[CH:7]=1.[F:30][C:31]([F:39])([F:38])[CH2:32][CH2:33][C:34]([NH:36][NH2:37])=[O:35].CN1CCOCC1. The catalyst is ClCCCl.O. The product is [F:1][C:2]([F:29])([F:28])[CH:3]([C:19]1[CH:20]=[C:21]([Cl:27])[C:22]([Cl:26])=[C:23]([Cl:25])[CH:24]=1)/[CH:4]=[CH:5]/[C:6]1[CH:14]=[CH:13][C:9]([C:10]([NH:37][NH:36][C:34](=[O:35])[CH2:33][CH2:32][C:31]([F:39])([F:38])[F:30])=[O:11])=[C:8]([C:15]([F:16])([F:18])[F:17])[CH:7]=1. The yield is 0.420. (3) The reactants are [NH2:1][C:2]1[CH:3]=[C:4]([OH:12])[C:5](=[CH:10][CH:11]=1)[C:6]([O:8][CH3:9])=[O:7].[Cl:13][C:14]1[S:18][C:17]([S:19](Cl)(=[O:21])=[O:20])=[CH:16][CH:15]=1. No catalyst specified. The product is [Cl:13][C:14]1[S:18][C:17]([S:19]([NH:1][C:2]2[CH:11]=[CH:10][C:5]([C:6]([O:8][CH3:9])=[O:7])=[C:4]([OH:12])[CH:3]=2)(=[O:21])=[O:20])=[CH:16][CH:15]=1. The yield is 0.760. (4) The reactants are [C:1]1([CH:7]2[S:12][CH2:11][CH2:10][CH2:9][S:8]2)[CH:6]=[CH:5][CH:4]=[CH:3][CH:2]=1.C([Li])CCC.[C:18]([O:22][C:23](=[O:32])[NH:24][CH:25]([CH:30]=[O:31])[CH2:26][CH2:27][CH2:28][CH3:29])([CH3:21])([CH3:20])[CH3:19].C(O)(=O)C. The catalyst is C1COCC1. The product is [C:18]([O:22][C:23](=[O:32])[NH:24][CH:25]([CH:30]([OH:31])[C:7]1([C:1]2[CH:2]=[CH:3][CH:4]=[CH:5][CH:6]=2)[S:8][CH2:9][CH2:10][CH2:11][S:12]1)[CH2:26][CH2:27][CH2:28][CH3:29])([CH3:19])([CH3:20])[CH3:21]. The yield is 0.560.